From a dataset of Full USPTO retrosynthesis dataset with 1.9M reactions from patents (1976-2016). Predict the reactants needed to synthesize the given product. Given the product [CH3:4][CH:3]1[CH:2]([CH3:1])[O:6][C:8]2([CH:9]([CH3:18])[CH2:10][CH2:11][CH2:12][CH:7]2[CH3:17])[O:5]1, predict the reactants needed to synthesize it. The reactants are: [CH3:1][CH:2]([OH:6])[CH:3]([OH:5])[CH3:4].[C:7]1([CH3:17])[CH:12]=[CH:11][C:10](S(O)(=O)=O)=[CH:9][CH:8]=1.[C:18]1(C)C=CC=CC=1.